Dataset: Full USPTO retrosynthesis dataset with 1.9M reactions from patents (1976-2016). Task: Predict the reactants needed to synthesize the given product. (1) Given the product [CH2:1]([O:3][C:4]([C:6]1[C:7]([O:22][C:23](=[O:25])[CH3:24])=[C:8]2[CH:16]=[CH:15][N:14]([CH2:17][CH2:18][CH:19]([CH3:21])[CH3:20])[C:9]2=[C:10]([C:12]#[N:13])[N:11]=1)=[O:5])[CH3:2], predict the reactants needed to synthesize it. The reactants are: [CH2:1]([O:3][C:4]([C:6]1[C:7]([OH:22])=[C:8]2[CH:16]=[CH:15][N:14]([CH2:17][CH2:18][CH:19]([CH3:21])[CH3:20])[C:9]2=[C:10]([C:12]#[N:13])[N:11]=1)=[O:5])[CH3:2].[C:23](OC(=O)C)(=[O:25])[CH3:24].C(N(CC)CC)C. (2) Given the product [Br:29][CH2:2][CH2:3][O:4][C:5]1[CH:6]=[C:7]([C:13]2[NH:22][C:21](=[O:23])[C:20]3[C:15](=[CH:16][C:17]([O:26][CH3:27])=[CH:18][C:19]=3[O:24][CH3:25])[N:14]=2)[CH:8]=[C:9]([O:11][CH3:12])[CH:10]=1, predict the reactants needed to synthesize it. The reactants are: O[CH2:2][CH2:3][O:4][C:5]1[CH:6]=[C:7]([C:13]2[NH:22][C:21](=[O:23])[C:20]3[C:15](=[CH:16][C:17]([O:26][CH3:27])=[CH:18][C:19]=3[O:24][CH3:25])[N:14]=2)[CH:8]=[C:9]([O:11][CH3:12])[CH:10]=1.C(Br)(Br)(Br)[Br:29].C1(P(C2C=CC=CC=2)C2C=CC=CC=2)C=CC=CC=1. (3) Given the product [Cl:1][C:2]1[CH:3]=[CH:4][C:5]2[O:10][CH2:9][CH2:8][NH:7][C:6]=2[CH:12]=1, predict the reactants needed to synthesize it. The reactants are: [Cl:1][C:2]1[CH:3]=[CH:4][C:5]2[O:10][CH2:9][C:8](=O)[NH:7][C:6]=2[CH:12]=1.B.C1COCC1.